Task: Predict the reactants needed to synthesize the given product.. Dataset: Full USPTO retrosynthesis dataset with 1.9M reactions from patents (1976-2016) (1) Given the product [C:1]([O:5][C:6]([NH:8][C@@H:9]1[C:18]2[C:13](=[CH:14][C:15]([C:20]([NH:23][C:24]3[CH:29]=[CH:28][N:27]=[CH:26][CH:25]=3)=[O:22])=[C:16]([CH3:19])[CH:17]=2)[S:12][CH2:11][CH2:10]1)=[O:7])([CH3:3])([CH3:2])[CH3:4], predict the reactants needed to synthesize it. The reactants are: [C:1]([O:5][C:6]([NH:8][C@@H:9]1[C:18]2[C:13](=[CH:14][C:15]([C:20]([OH:22])=O)=[C:16]([CH3:19])[CH:17]=2)[S:12][CH2:11][CH2:10]1)=[O:7])([CH3:4])([CH3:3])[CH3:2].[NH2:23][C:24]1[CH:29]=[CH:28][N:27]=[CH:26][CH:25]=1.[I-].ClC1C=CC=C[N+]=1C. (2) Given the product [F:30][C:31]1[CH:32]=[C:33]([CH2:38][CH2:39][NH:40][C:23]2[N:22]=[C:21]([C:17]3[CH:18]=[CH:19][CH:20]=[C:15]([CH2:14][N:11]4[CH2:12][CH2:13][NH:8][CH2:9][C@@H:10]4[CH2:28][CH3:29])[CH:16]=3)[CH:26]=[CH:25][N:24]=2)[CH:34]=[C:35]([F:37])[CH:36]=1, predict the reactants needed to synthesize it. The reactants are: C(OC([N:8]1[CH2:13][CH2:12][N:11]([CH2:14][C:15]2[CH:20]=[CH:19][CH:18]=[C:17]([C:21]3[CH:26]=[CH:25][N:24]=[C:23](Cl)[N:22]=3)[CH:16]=2)[CH:10]([CH2:28][CH3:29])[CH2:9]1)=O)(C)(C)C.[F:30][C:31]1[CH:32]=[C:33]([CH2:38][CH2:39][NH2:40])[CH:34]=[C:35]([F:37])[CH:36]=1.